From a dataset of NCI-60 drug combinations with 297,098 pairs across 59 cell lines. Regression. Given two drug SMILES strings and cell line genomic features, predict the synergy score measuring deviation from expected non-interaction effect. (1) Drug 1: C1=C(C(=O)NC(=O)N1)N(CCCl)CCCl. Drug 2: CCC1=C2CN3C(=CC4=C(C3=O)COC(=O)C4(CC)O)C2=NC5=C1C=C(C=C5)O. Cell line: NCI-H522. Synergy scores: CSS=38.9, Synergy_ZIP=-14.0, Synergy_Bliss=-10.1, Synergy_Loewe=-6.68, Synergy_HSA=-1.06. (2) Drug 1: C1CN1C2=NC(=NC(=N2)N3CC3)N4CC4. Drug 2: CC(C)(C#N)C1=CC(=CC(=C1)CN2C=NC=N2)C(C)(C)C#N. Cell line: SF-295. Synergy scores: CSS=31.8, Synergy_ZIP=2.02, Synergy_Bliss=3.91, Synergy_Loewe=1.77, Synergy_HSA=2.57. (3) Drug 1: C1=CC(=CC=C1CCCC(=O)O)N(CCCl)CCCl. Drug 2: C1CN(CCN1C(=O)CCBr)C(=O)CCBr. Cell line: NCI-H322M. Synergy scores: CSS=-16.5, Synergy_ZIP=5.32, Synergy_Bliss=-2.49, Synergy_Loewe=-11.4, Synergy_HSA=-10.3. (4) Cell line: A498. Drug 1: CC1C(C(CC(O1)OC2CC(CC3=C2C(=C4C(=C3O)C(=O)C5=C(C4=O)C(=CC=C5)OC)O)(C(=O)CO)O)N)O.Cl. Drug 2: C1=NNC2=C1C(=O)NC=N2. Synergy scores: CSS=7.54, Synergy_ZIP=-0.263, Synergy_Bliss=0.728, Synergy_Loewe=-10.3, Synergy_HSA=-0.0250. (5) Drug 1: CC=C1C(=O)NC(C(=O)OC2CC(=O)NC(C(=O)NC(CSSCCC=C2)C(=O)N1)C(C)C)C(C)C. Drug 2: C(CN)CNCCSP(=O)(O)O. Cell line: K-562. Synergy scores: CSS=62.6, Synergy_ZIP=2.40, Synergy_Bliss=-3.65, Synergy_Loewe=-71.4, Synergy_HSA=-8.64.